This data is from Reaction yield outcomes from USPTO patents with 853,638 reactions. The task is: Predict the reaction yield, written as a fraction of the theoretical maximum amount of product (1.0 means a 100% yield; for example, 0.34 means a 34% yield). The reactants are C([O:4][C:5]1[CH:10]=[C:9]([CH3:11])[CH:8]=[C:7]([CH3:12])[CH:6]=1)C=C.C(OCC)(=O)C.C(N(CC)[C:22]1[CH:27]=CC=C[CH:23]=1)C. No catalyst specified. The product is [CH2:27]([C:10]1[C:9]([CH3:11])=[CH:8][C:7]([CH3:12])=[CH:6][C:5]=1[OH:4])[CH:22]=[CH2:23]. The yield is 0.940.